This data is from Full USPTO retrosynthesis dataset with 1.9M reactions from patents (1976-2016). The task is: Predict the reactants needed to synthesize the given product. (1) Given the product [C:10]([O:9][C:8](=[O:14])[NH:7][CH:4]1[CH2:3][CH2:2][N:1]([CH2:21][C:20]2[CH:15]=[CH:16][C:17]3[O:25][CH2:24][O:23][C:18]=3[CH:19]=2)[CH2:6][CH2:5]1)([CH3:11])([CH3:13])[CH3:12], predict the reactants needed to synthesize it. The reactants are: [NH:1]1[CH2:6][CH2:5][CH:4]([NH:7][C:8](=[O:14])[O:9][C:10]([CH3:13])([CH3:12])[CH3:11])[CH2:3][CH2:2]1.[CH:15]1[C:20]([CH:21]=O)=[CH:19][C:18]2[O:23][CH2:24][O:25][C:17]=2[CH:16]=1.C(O[BH-](OC(=O)C)OC(=O)C)(=O)C.[Na+].[OH-].[Na+]. (2) Given the product [Cl:1][C:2]1[C:3]([S:11]([C:14]2[CH:15]=[CH:16][C:17]([CH2:20][C@H:21]([NH:23][C:24](=[O:29])[C:25]([F:27])([F:28])[F:26])[CH3:22])=[CH:18][CH:19]=2)(=[O:13])=[O:12])=[C:4]([CH:8]=[CH:9][CH:10]=1)[C:5]([O:7][CH2:31][CH3:32])=[O:6], predict the reactants needed to synthesize it. The reactants are: [Cl:1][C:2]1[C:3]([S:11]([C:14]2[CH:19]=[CH:18][C:17]([CH2:20][C@H:21]([NH:23][C:24](=[O:29])[C:25]([F:28])([F:27])[F:26])[CH3:22])=[CH:16][CH:15]=2)(=[O:13])=[O:12])=[C:4]([CH:8]=[CH:9][CH:10]=1)[C:5]([OH:7])=[O:6].I[CH2:31][CH3:32].C(=O)([O-])[O-].[K+].[K+].C(=O)(O)[O-].[Na+]. (3) Given the product [NH:17]1[C:16]2[CH:18]=[CH:19][CH:20]=[CH:21][C:15]=2[N:14]=[C:13]1[NH:12][CH:9]1[CH2:8][CH2:7][N:6]([C:27]([O:26][C:23]([CH3:25])([CH3:24])[CH3:22])=[O:28])[CH2:11][CH2:10]1, predict the reactants needed to synthesize it. The reactants are: O(C)[Na].Br.Br.[NH:6]1[CH2:11][CH2:10][CH:9]([NH:12][C:13]2[NH:17][C:16]3[CH:18]=[CH:19][CH:20]=[CH:21][C:15]=3[N:14]=2)[CH2:8][CH2:7]1.[CH3:22][C:23]([O:26][C:27](O[C:27]([O:26][C:23]([CH3:25])([CH3:24])[CH3:22])=[O:28])=[O:28])([CH3:25])[CH3:24]. (4) Given the product [CH3:41][N:42]1[C:46]([CH2:47][CH2:48][O:38][C:35]2[CH:36]=[CH:37][C:32]([N:29]3[CH2:28][CH2:27][N:26]([C:23]4[CH:24]=[CH:25][C:20]5[N:21]([C:17]([C:16]([F:15])([F:39])[F:40])=[N:18][N:19]=5)[N:22]=4)[CH2:31][CH2:30]3)=[CH:33][CH:34]=2)=[CH:45][CH:44]=[N:43]1, predict the reactants needed to synthesize it. The reactants are: CC(OC(/N=N/C(OC(C)C)=O)=O)C.[F:15][C:16]([F:40])([F:39])[C:17]1[N:21]2[N:22]=[C:23]([N:26]3[CH2:31][CH2:30][N:29]([C:32]4[CH:37]=[CH:36][C:35]([OH:38])=[CH:34][CH:33]=4)[CH2:28][CH2:27]3)[CH:24]=[CH:25][C:20]2=[N:19][N:18]=1.[CH3:41][N:42]1[C:46]([CH2:47][CH2:48]OC2C=CC(C3CCN(C4CCC5N(C(C(F)(F)F)=NN=5)N=4)CC3)=CC=2)=[CH:45][CH:44]=[N:43]1.C1(P(C2C=CC=CC=2)C2C=CC=CC=2)C=CC=CC=1.